From a dataset of Aqueous solubility values for 9,982 compounds from the AqSolDB database. Regression/Classification. Given a drug SMILES string, predict its absorption, distribution, metabolism, or excretion properties. Task type varies by dataset: regression for continuous measurements (e.g., permeability, clearance, half-life) or binary classification for categorical outcomes (e.g., BBB penetration, CYP inhibition). For this dataset (solubility_aqsoldb), we predict Y. (1) The drug is CC(=O)OCn1c(=O)[nH]cc(F)c1=O. The Y is -1.20 log mol/L. (2) The compound is Clc1ncc2nccnc2n1. The Y is -0.710 log mol/L.